This data is from Catalyst prediction with 721,799 reactions and 888 catalyst types from USPTO. The task is: Predict which catalyst facilitates the given reaction. (1) The catalyst class is: 545. Reactant: C[Si](OS(C(F)(F)F)(=O)=O)(C)C.[CH2:13]([O:17][C:18]([C@@H:20]1[CH2:25][CH2:24][CH2:23][N:22]([C:26](=[O:64])[C@@H:27]([NH:43][C:44](=[O:63])[C@@H:45]([NH:55][C:56](OC(C)(C)C)=[O:57])[CH2:46][C:47]2[CH:52]=[CH:51][C:50]([O:53][CH3:54])=[CH:49][CH:48]=2)[CH2:28][C:29]2[CH:34]=[CH:33][CH:32]=[C:31]([O:35][Si:36]([C:39]([CH3:42])([CH3:41])[CH3:40])([CH3:38])[CH3:37])[CH:30]=2)[NH:21]1)=[O:19])[CH2:14][CH:15]=[CH2:16].C(N(CC)C(C)C)(C)C.ON1C2C=CC=CC=2N=N1.Cl.CN(C)CCCN=C=NCC.[CH3:96][O:97][C@H:98]([C@@H:104]([CH3:112])[C@@H:105]([O:110][CH3:111])/[CH:106]=[CH:107]/[CH:108]=[CH2:109])[C@@H:99](C)[C:100](O)=O. Product: [CH2:13]([O:17][C:18]([C@@H:20]1[CH2:25][CH2:24][CH2:23][N:22]([C:26](=[O:64])[C@@H:27]([NH:43][C:44](=[O:63])[C@@H:45]([NH:55][C:56](=[O:57])[C@H:99]([CH3:100])[C@H:98]([O:97][CH3:96])[C@@H:104]([CH3:112])[C@@H:105]([O:110][CH3:111])/[CH:106]=[CH:107]\[CH:108]=[CH2:109])[CH2:46][C:47]2[CH:52]=[CH:51][C:50]([O:53][CH3:54])=[CH:49][CH:48]=2)[CH2:28][C:29]2[CH:34]=[CH:33][CH:32]=[C:31]([O:35][Si:36]([C:39]([CH3:42])([CH3:41])[CH3:40])([CH3:38])[CH3:37])[CH:30]=2)[NH:21]1)=[O:19])[CH2:14][CH:15]=[CH2:16]. (2) Reactant: [CH:1]1([C@@:7]([C:27]([OH:29])=[O:28])([CH3:26])[NH:8][C:9]([O:11][CH2:12][CH:13]2[C:25]3[CH:24]=[CH:23][CH:22]=[CH:21][C:20]=3[C:19]3[C:14]2=[CH:15][CH:16]=[CH:17][CH:18]=3)=[O:10])[CH2:6][CH2:5][CH2:4][CH2:3][CH2:2]1.[CH3:30][Si](C=[N+]=[N-])(C)C. Product: [CH:1]1([C@@:7]([C:27]([O:29][CH3:30])=[O:28])([CH3:26])[NH:8][C:9]([O:11][CH2:12][CH:13]2[C:14]3[CH:15]=[CH:16][CH:17]=[CH:18][C:19]=3[C:20]3[C:25]2=[CH:24][CH:23]=[CH:22][CH:21]=3)=[O:10])[CH2:6][CH2:5][CH2:4][CH2:3][CH2:2]1. The catalyst class is: 370. (3) Reactant: [OH-].[Na+].[C:3]([C:6]1[CH:18]=[CH:17][C:9]2[CH2:10][CH2:11][N:12]([CH:15]=[O:16])[CH2:13][CH2:14][C:8]=2[CH:7]=1)(=[O:5])C.BrBr.CC(C)=[O:23]. Product: [CH:15]([N:12]1[CH2:11][CH2:10][C:9]2[CH:17]=[CH:18][C:6]([C:3]([OH:5])=[O:23])=[CH:7][C:8]=2[CH2:14][CH2:13]1)=[O:16]. The catalyst class is: 12. (4) Reactant: O.[OH-].[Li+].[CH:4]1([C@@:10]([C:35]([O:37]C)=[O:36])([CH3:34])[NH:11][C:12]([C:14]2[CH:19]=[CH:18][C:17]([F:20])=[CH:16][C:15]=2[NH:21][C:22]([NH:24][C:25]2[C:30]([CH3:31])=[CH:29][C:28]([CH3:32])=[CH:27][C:26]=2[CH3:33])=[O:23])=[O:13])[CH2:9][CH2:8][CH2:7][CH2:6][CH2:5]1.CO.Cl. Product: [CH:4]1([C@@:10]([C:35]([OH:37])=[O:36])([CH3:34])[NH:11][C:12]([C:14]2[CH:19]=[CH:18][C:17]([F:20])=[CH:16][C:15]=2[NH:21][C:22]([NH:24][C:25]2[C:30]([CH3:31])=[CH:29][C:28]([CH3:32])=[CH:27][C:26]=2[CH3:33])=[O:23])=[O:13])[CH2:9][CH2:8][CH2:7][CH2:6][CH2:5]1. The catalyst class is: 20. (5) Reactant: [Cl:1][C:2]1[CH:7]=[C:6]([NH:8][C@@H:9]2[CH2:14][CH2:13][C@H:12]([C:15]([NH:17][CH:18]([CH3:20])[CH3:19])=[O:16])[CH2:11][CH2:10]2)[C:5]([N+:21]([O-])=O)=[CH:4][N:3]=1.Cl[Sn]Cl. Product: [NH2:21][C:5]1[C:6]([NH:8][C@@H:9]2[CH2:10][CH2:11][C@H:12]([C:15]([NH:17][CH:18]([CH3:20])[CH3:19])=[O:16])[CH2:13][CH2:14]2)=[CH:7][C:2]([Cl:1])=[N:3][CH:4]=1. The catalyst class is: 5. (6) Reactant: [CH2:1]([O:8][C:9]([NH:11][C@:12](O)([C:17]([O:19][CH2:20][CH3:21])=[O:18])[C:13]([F:16])([F:15])[F:14])=[O:10])[C:2]1[CH:7]=[CH:6][CH:5]=[CH:4][CH:3]=1.FC(F)(F)C(OC(=O)C(F)(F)F)=O.N1C=CC=CC=1. Product: [CH2:1]([O:8][C:9](/[N:11]=[C:12](/[C:13]([F:14])([F:16])[F:15])\[C:17]([O:19][CH2:20][CH3:21])=[O:18])=[O:10])[C:2]1[CH:3]=[CH:4][CH:5]=[CH:6][CH:7]=1. The catalyst class is: 27. (7) Reactant: [C:1]1([C:7]2[N:12]=[C:11]3[N:13]=[CH:14][CH:15]=[CH:16][C:10]3=[N:9][C:8]=2[C:17]2[CH:22]=[CH:21][C:20]([CH3:23])=[CH:19][CH:18]=2)[CH:6]=[CH:5][CH:4]=[CH:3][CH:2]=1.C([O-])=O.[NH4+]. Product: [C:1]1([C:7]2[N:12]=[C:11]3[NH:13][CH2:14][CH2:15][CH2:16][C:10]3=[N:9][C:8]=2[C:17]2[CH:18]=[CH:19][C:20]([CH3:23])=[CH:21][CH:22]=2)[CH:6]=[CH:5][CH:4]=[CH:3][CH:2]=1. The catalyst class is: 19. (8) Reactant: [CH3:1][N:2]1[CH2:26][CH2:25][C:5]2[N:6]([CH2:14][CH:15]([C:17]3[CH:18]=[N:19][C:20]([O:23]C)=[CH:21][CH:22]=3)[OH:16])[C:7]3[CH:8]=[CH:9][C:10]([CH3:13])=[CH:11][C:12]=3[C:4]=2[CH2:3]1. Product: [CH3:1][N:2]1[CH2:26][CH2:25][C:5]2[N:6]([CH2:14][CH:15]([C:17]3[CH:22]=[CH:21][C:20](=[O:23])[NH:19][CH:18]=3)[OH:16])[C:7]3[CH:8]=[CH:9][C:10]([CH3:13])=[CH:11][C:12]=3[C:4]=2[CH2:3]1. The catalyst class is: 33.